This data is from Forward reaction prediction with 1.9M reactions from USPTO patents (1976-2016). The task is: Predict the product of the given reaction. (1) Given the reactants Cl.[NH2:2][C@@H:3]1[CH2:12][CH2:11][C:10]2[C:5](=[CH:6][CH:7]=[CH:8][CH:9]=2)[CH2:4]1.C(N(CC)CC)C.[C:20](O[C:20](=[O:23])[CH2:21][CH3:22])(=[O:23])[CH2:21][CH3:22], predict the reaction product. The product is: [CH2:4]1[C:5]2[C:10](=[CH:9][CH:8]=[CH:7][CH:6]=2)[CH2:11][CH2:12][C@H:3]1[NH:2][C:20](=[O:23])[CH2:21][CH3:22]. (2) Given the reactants C(P1(=O)OP(CCC)(=O)OP(CCC)(=O)O1)CC.[C:19]([O:23][C:24]([N:26]1[CH2:35][CH2:34][C:33]2[C:28](=[CH:29][CH:30]=[C:31]([O:36][CH2:37][CH3:38])[CH:32]=2)[CH:27]1[C:39]([OH:41])=O)=[O:25])([CH3:22])([CH3:21])[CH3:20].[CH2:42]([O:44][CH2:45][C:46]([C:49]1[C:55]([F:56])=[CH:54][C:52]([NH2:53])=[CH:51][C:50]=1[F:57])([CH3:48])[CH3:47])[CH3:43].CCN(C(C)C)C(C)C, predict the reaction product. The product is: [CH2:37]([O:36][C:31]1[CH:32]=[C:33]2[C:28](=[CH:29][CH:30]=1)[CH:27]([C:39](=[O:41])[NH:53][C:52]1[CH:51]=[C:50]([F:57])[C:49]([C:46]([CH3:48])([CH3:47])[CH2:45][O:44][CH2:42][CH3:43])=[C:55]([F:56])[CH:54]=1)[N:26]([C:24]([O:23][C:19]([CH3:22])([CH3:21])[CH3:20])=[O:25])[CH2:35][CH2:34]2)[CH3:38]. (3) Given the reactants [NH:1]1[CH2:6][CH2:5][O:4][CH2:3][CH2:2]1.C(=O)([O-])[O-].[Na+].[Na+].Cl[C:14]1[N:19]=[CH:18][N:17]=[C:16]([O:20][C:21]2[CH:47]=[CH:46][CH:45]=[CH:44][C:22]=2[CH2:23][NH:24][C:25]([NH:27][C:28]2[N:32]([C:33]3[CH:38]=[CH:37][C:36]([CH3:39])=[CH:35][CH:34]=3)[N:31]=[C:30]([C:40]([CH3:43])([CH3:42])[CH3:41])[CH:29]=2)=[O:26])[C:15]=1[CH3:48], predict the reaction product. The product is: [CH3:48][C:15]1[C:16]([O:20][C:21]2[CH:47]=[CH:46][CH:45]=[CH:44][C:22]=2[CH2:23][NH:24][C:25]([NH:27][C:28]2[N:32]([C:33]3[CH:34]=[CH:35][C:36]([CH3:39])=[CH:37][CH:38]=3)[N:31]=[C:30]([C:40]([CH3:43])([CH3:42])[CH3:41])[CH:29]=2)=[O:26])=[N:17][CH:18]=[N:19][C:14]=1[N:1]1[CH2:6][CH2:5][O:4][CH2:3][CH2:2]1. (4) Given the reactants [NH2:1][N:2]1[N:11]=[C:10]([C:12]2[CH:13]=[N:14][C:15]([Cl:18])=[CH:16][CH:17]=2)[C:9]2[C:4](=[CH:5][CH:6]=[CH:7][CH:8]=2)[C:3]1=[O:19].[Cl:20][C:21]1[CH:26]=[CH:25][C:24]([CH2:27][C:28](Cl)=[O:29])=[CH:23][CH:22]=1, predict the reaction product. The product is: [Cl:20][C:21]1[CH:26]=[CH:25][C:24]([CH2:27][C:28]([NH:1][N:2]2[N:11]=[C:10]([C:12]3[CH:13]=[N:14][C:15]([Cl:18])=[CH:16][CH:17]=3)[C:9]3[C:4](=[CH:5][CH:6]=[CH:7][CH:8]=3)[C:3]2=[O:19])=[O:29])=[CH:23][CH:22]=1.